Dataset: TCR-epitope binding with 47,182 pairs between 192 epitopes and 23,139 TCRs. Task: Binary Classification. Given a T-cell receptor sequence (or CDR3 region) and an epitope sequence, predict whether binding occurs between them. The epitope is FIAGLIAIV. The TCR CDR3 sequence is CASSLAGQTSYEQYF. Result: 0 (the TCR does not bind to the epitope).